Dataset: Forward reaction prediction with 1.9M reactions from USPTO patents (1976-2016). Task: Predict the product of the given reaction. (1) Given the reactants C([N:8]1[CH2:13][CH2:12][C:11](=O)[CH:10]([C:15]2[CH:20]=[CH:19][CH:18]=[CH:17][CH:16]=2)[CH2:9]1)C1C=CC=CC=1.[CH3:21][N:22]1[CH2:27][CH2:26][NH:25][CH2:24][CH2:23]1.[Cl:28][C:29]1[CH:30]=[C:31]([CH:35]=[C:36]([Cl:38])[CH:37]=1)[C:32](Cl)=[O:33], predict the reaction product. The product is: [Cl:28][C:29]1[CH:30]=[C:31]([C:32]([N:8]2[CH2:13][CH2:12][C@H:11]([N:25]3[CH2:26][CH2:27][N:22]([CH3:21])[CH2:23][CH2:24]3)[C@H:10]([C:15]3[CH:16]=[CH:17][CH:18]=[CH:19][CH:20]=3)[CH2:9]2)=[O:33])[CH:35]=[C:36]([Cl:38])[CH:37]=1. (2) Given the reactants [CH2:1]([O:8][C:9]1[CH:17]=[CH:16][C:15]2[N:14]3[CH2:18][C:19](C(OCC)=O)=[C:20]([O-:21])[C:13]3=[CH:12][C:11]=2[CH:10]=1)[C:2]1[CH:7]=[CH:6][CH:5]=[CH:4][CH:3]=1.[K+], predict the reaction product. The product is: [CH2:1]([O:8][C:9]1[CH:17]=[CH:16][C:15]2[N:14]3[CH2:18][CH2:19][C:20](=[O:21])[C:13]3=[CH:12][C:11]=2[CH:10]=1)[C:2]1[CH:3]=[CH:4][CH:5]=[CH:6][CH:7]=1. (3) Given the reactants C([Si](C)(C)[O:6][CH2:7][CH2:8][CH2:9][O:10][NH:11][C:12](=[O:29])[C:13]1[CH:18]=[CH:17][C:16]([F:19])=[CH:15][C:14]=1[NH:20][C:21]1[CH:26]=[CH:25][C:24]([I:27])=[CH:23][C:22]=1[CH3:28])(C)(C)C.OS(O)(=O)=O.C([O-])(O)=O.[Na+].O, predict the reaction product. The product is: [F:19][C:16]1[CH:17]=[CH:18][C:13]([C:12]([NH:11][O:10][CH2:9][CH2:8][CH2:7][OH:6])=[O:29])=[C:14]([NH:20][C:21]2[CH:26]=[CH:25][C:24]([I:27])=[CH:23][C:22]=2[CH3:28])[CH:15]=1. (4) Given the reactants Cl[C:2]1[CH:7]=[C:6]([S:8][CH3:9])[N:5]=[C:4]([CH3:10])[N:3]=1.[F:11][C:12]1[N:17]=[CH:16][C:15]([CH:18]([N:20]2[CH2:25][CH2:24][O:23][CH2:22][CH2:21]2)[CH3:19])=[CH:14][C:13]=1B1OC(C)(C)C(C)(C)O1.C(=O)([O-])[O-].[Na+].[Na+].COCCOC, predict the reaction product. The product is: [F:11][C:12]1[N:17]=[CH:16][C:15]([CH:18]([N:20]2[CH2:25][CH2:24][O:23][CH2:22][CH2:21]2)[CH3:19])=[CH:14][C:13]=1[C:2]1[CH:7]=[C:6]([S:8][CH3:9])[N:5]=[C:4]([CH3:10])[N:3]=1. (5) Given the reactants C[O:2][C:3](=[O:27])[CH:4]([Cl:26])[C:5](=[O:25])[CH2:6][C:7]([CH:20]1[CH2:24][CH2:23][CH2:22][CH2:21]1)(O)[CH2:8][CH2:9][C:10]1[CH:15]=[CH:14][C:13]([O:16][CH3:17])=[C:12]([Cl:18])[CH:11]=1.CCCC[Sn](Cl)(O[Sn](Cl)(CCCC)CCCC)CCCC, predict the reaction product. The product is: [Cl:26][C:4]1[C:3](=[O:2])[O:27][C:7]([CH2:8][CH2:9][C:10]2[CH:15]=[CH:14][C:13]([O:16][CH3:17])=[C:12]([Cl:18])[CH:11]=2)([CH:20]2[CH2:21][CH2:22][CH2:23][CH2:24]2)[CH2:6][C:5]=1[OH:25].